This data is from Retrosynthesis with 50K atom-mapped reactions and 10 reaction types from USPTO. The task is: Predict the reactants needed to synthesize the given product. Given the product CC(=O)c1ccc2c(c1)C(=Cc1[nH]c3ccccc3c1C)C(=O)N2, predict the reactants needed to synthesize it. The reactants are: CC(=O)c1ccc2c(c1)CC(=O)N2.Cc1c(C=O)[nH]c2ccccc12.